This data is from Full USPTO retrosynthesis dataset with 1.9M reactions from patents (1976-2016). The task is: Predict the reactants needed to synthesize the given product. (1) Given the product [NH2:19][CH:10]([C:11]1[CH:12]=[C:13]([F:18])[CH:14]=[C:15]([F:17])[CH:16]=1)[CH2:9][OH:8], predict the reactants needed to synthesize it. The reactants are: [H-].[H-].[H-].[H-].[Li+].[Al+3].C[O:8][C:9](=O)[CH:10]([NH2:19])[C:11]1[CH:16]=[C:15]([F:17])[CH:14]=[C:13]([F:18])[CH:12]=1. (2) Given the product [CH2:1]([O:3][C:4](=[O:17])[C:5]1[CH:10]=[C:9]([CH2:18][CH3:19])[C:8]([N:12]([CH2:15][CH3:16])[CH2:13][CH3:14])=[N:7][CH:6]=1)[CH3:2], predict the reactants needed to synthesize it. The reactants are: [CH2:1]([O:3][C:4](=[O:17])[C:5]1[CH:10]=[C:9](Cl)[C:8]([N:12]([CH2:15][CH3:16])[CH2:13][CH3:14])=[N:7][CH:6]=1)[CH3:2].[CH2:18]([Zn]CC)[CH3:19]. (3) Given the product [Br:1][C:2]1[CH:11]=[C:10]([CH3:12])[C:9]([N+:13]([O-:15])=[O:14])=[C:8]2[C:3]=1[C:4]([Cl:19])=[N:5][CH:6]=[N:7]2, predict the reactants needed to synthesize it. The reactants are: [Br:1][C:2]1[CH:11]=[C:10]([CH3:12])[C:9]([N+:13]([O-:15])=[O:14])=[C:8]2[C:3]=1[C:4](=O)[NH:5][CH:6]=[N:7]2.O=P(Cl)(Cl)[Cl:19].